Predict the product of the given reaction. From a dataset of Forward reaction prediction with 1.9M reactions from USPTO patents (1976-2016). (1) Given the reactants C(C(CCCC)C[OH:5])C.C(N(CC)CC)C.[C:17]1([CH2:23][C:24](Cl)=[O:25])[CH:22]=[CH:21][CH:20]=[CH:19][CH:18]=1, predict the reaction product. The product is: [C:17]1([CH2:23][C:24]([OH:25])=[O:5])[CH:22]=[CH:21][CH:20]=[CH:19][CH:18]=1. (2) Given the reactants ClC(Cl)C(O)=O.N[C:8]1[N:9]([C:28]2[C:37]3[C:32](=[CH:33][CH:34]=[C:35]([O:38][CH3:39])[CH:36]=3)[C:31]([CH:40]3[CH2:42][CH2:41]3)=[CH:30][CH:29]=2)[C:10]([S:13][CH2:14][C:15]([NH:17][C:18]2[CH:26]=[CH:25][C:21]([C:22]([OH:24])=[O:23])=[CH:20][C:19]=2[Cl:27])=[O:16])=[N:11][N:12]=1.N([O-])=O.[Na+].[Br:47]CBr, predict the reaction product. The product is: [Br:47][C:8]1[N:9]([C:28]2[C:37]3[C:32](=[CH:33][CH:34]=[C:35]([O:38][CH3:39])[CH:36]=3)[C:31]([CH:40]3[CH2:42][CH2:41]3)=[CH:30][CH:29]=2)[C:10]([S:13][CH2:14][C:15]([NH:17][C:18]2[CH:26]=[CH:25][C:21]([C:22]([OH:24])=[O:23])=[CH:20][C:19]=2[Cl:27])=[O:16])=[N:11][N:12]=1. (3) Given the reactants [F:1][C:2]1[C:3]([N:30]2[CH2:35][CH2:34][N:33](C(OC(C)(C)C)=O)[CH2:32][CH2:31]2)=[N:4][CH:5]=[C:6]([C:8]2[CH:9]=[C:10]3[C:16]([C:17]4[CH:18]=[N:19][N:20]([CH2:22][C:23]5[CH:28]=[CH:27][CH:26]=[C:25]([F:29])[CH:24]=5)[CH:21]=4)=[CH:15][NH:14][C:11]3=[N:12][CH:13]=2)[CH:7]=1, predict the reaction product. The product is: [F:1][C:2]1[CH:7]=[C:6]([C:8]2[CH:9]=[C:10]3[C:16]([C:17]4[CH:18]=[N:19][N:20]([CH2:22][C:23]5[CH:28]=[CH:27][CH:26]=[C:25]([F:29])[CH:24]=5)[CH:21]=4)=[CH:15][NH:14][C:11]3=[N:12][CH:13]=2)[CH:5]=[N:4][C:3]=1[N:30]1[CH2:35][CH2:34][NH:33][CH2:32][CH2:31]1. (4) Given the reactants Cl.O.[OH:3][C:4]12[C:15]3[C:10](=[C:11]([N+:16]([O-])=O)[CH:12]=[CH:13][CH:14]=3)[C:9](=[O:19])[C:8]1([NH:20][C:21](=[O:28])[C:22]1[CH:27]=[CH:26][N:25]=[CH:24][CH:23]=1)[C:7]1[CH:29]=[CH:30][C:31]([CH:33]([CH3:35])[CH3:34])=[CH:32][C:6]=1[O:5]2, predict the reaction product. The product is: [NH2:16][C:11]1[CH:12]=[CH:13][CH:14]=[C:15]2[C:10]=1[C:9](=[O:19])[C:8]1([NH:20][C:21](=[O:28])[C:22]3[CH:27]=[CH:26][N:25]=[CH:24][CH:23]=3)[C:7]3[CH:29]=[CH:30][C:31]([CH:33]([CH3:35])[CH3:34])=[CH:32][C:6]=3[O:5][C:4]12[OH:3]. (5) Given the reactants Cl.[OH:2][CH:3]1[CH2:8][CH2:7][CH:6]([O:9][C:10]2[CH:15]=[CH:14][C:13]([C:16]3[CH:21]=[CH:20][N:19]([CH2:22][CH2:23][C@@:24]([CH3:39])([S:35]([CH3:38])(=[O:37])=[O:36])[C:25]([NH:27][O:28]C4CCCCO4)=[O:26])[C:18](=[O:40])[CH:17]=3)=[CH:12][CH:11]=2)[CH2:5][CH2:4]1, predict the reaction product. The product is: [OH:28][NH:27][C:25](=[O:26])[C@:24]([CH3:39])([S:35]([CH3:38])(=[O:37])=[O:36])[CH2:23][CH2:22][N:19]1[CH:20]=[CH:21][C:16]([C:13]2[CH:12]=[CH:11][C:10]([O:9][CH:6]3[CH2:5][CH2:4][CH:3]([OH:2])[CH2:8][CH2:7]3)=[CH:15][CH:14]=2)=[CH:17][C:18]1=[O:40]. (6) Given the reactants C(N(CC)CC)C.[NH2:8][C:9]1[CH:14]=[CH:13][C:12]([CH2:15][CH2:16][OH:17])=[CH:11][CH:10]=1.[C:18](O[C:18]([O:20][C:21]([CH3:24])([CH3:23])[CH3:22])=[O:19])([O:20][C:21]([CH3:24])([CH3:23])[CH3:22])=[O:19], predict the reaction product. The product is: [C:21]([O:20][C:18](=[O:19])[NH:8][C:9]1[CH:14]=[CH:13][C:12]([CH2:15][CH2:16][OH:17])=[CH:11][CH:10]=1)([CH3:24])([CH3:23])[CH3:22]. (7) Given the reactants Br[C:2]1[CH:9]=[C:8]([F:10])[CH:7]=[CH:6][C:3]=1[C:4]#[N:5].[O:11]1[C:15]2[CH:16]=[CH:17][CH:18]=[CH:19][C:14]=2[CH:13]=[C:12]1B(O)O.COCCOC.C([O-])([O-])=O.[Na+].[Na+], predict the reaction product. The product is: [O:11]1[C:15]2[CH:16]=[CH:17][CH:18]=[CH:19][C:14]=2[CH:13]=[C:12]1[C:2]1[CH:9]=[C:8]([F:10])[CH:7]=[CH:6][C:3]=1[C:4]#[N:5]. (8) Given the reactants [CH2:1]1[C:10]2[C:5](=[CH:6][CH:7]=[CH:8][CH:9]=2)[CH2:4][CH2:3][NH:2]1.CN(C)C=O.F[C:17]1[CH:22]=[CH:21][C:20]([C:23]([F:26])([F:25])[F:24])=[CH:19][C:18]=1[N+:27]([O-:29])=[O:28], predict the reaction product. The product is: [N+:27]([C:18]1[CH:19]=[C:20]([C:23]([F:24])([F:25])[F:26])[CH:21]=[CH:22][C:17]=1[N:2]1[CH2:3][CH2:4][C:5]2[C:10](=[CH:9][CH:8]=[CH:7][CH:6]=2)[CH2:1]1)([O-:29])=[O:28]. (9) Given the reactants [C:1]([N:4]1[CH2:9][CH2:8][N:7]([CH:10]2[CH2:15][CH2:14][NH:13][CH2:12][CH2:11]2)[CH2:6][CH2:5]1)(=O)[CH3:2].C(N1CCN(C2CCN(CC3C=CC=CC=3)CC2)CC1)(=O)C, predict the reaction product. The product is: [CH3:5][N:4]1[CH2:1][CH2:2][CH2:6][N:7]([CH:10]2[CH2:15][CH2:14][NH:13][CH2:12][CH2:11]2)[CH2:8][CH2:9]1. (10) Given the reactants [Si:1]([O:8][C@H:9]([CH2:23][O:24][Si:25]([C:28]([CH3:31])([CH3:30])[CH3:29])([CH3:27])[CH3:26])[C@@H:10]([NH:16][S@](C(C)(C)C)=O)[C:11]1[S:12][CH:13]=[CH:14][N:15]=1)([C:4]([CH3:7])([CH3:6])[CH3:5])([CH3:3])[CH3:2].Cl.C(N(CC)C(C)C)(C)C.[C:42]([O:46][C:47](O[C:47]([O:46][C:42]([CH3:45])([CH3:44])[CH3:43])=[O:48])=[O:48])([CH3:45])([CH3:44])[CH3:43], predict the reaction product. The product is: [Si:1]([O:8][C@H:9]([CH2:23][O:24][Si:25]([C:28]([CH3:29])([CH3:30])[CH3:31])([CH3:27])[CH3:26])[C@@H:10]([NH:16][C:47](=[O:48])[O:46][C:42]([CH3:45])([CH3:44])[CH3:43])[C:11]1[S:12][CH:13]=[CH:14][N:15]=1)([C:4]([CH3:6])([CH3:5])[CH3:7])([CH3:2])[CH3:3].